This data is from Forward reaction prediction with 1.9M reactions from USPTO patents (1976-2016). The task is: Predict the product of the given reaction. Given the reactants Cl[CH2:2][C:3]([OH:5])=[O:4].C(N(CC)CC)C.[CH3:13][O:14][C:15]1[CH:20]=[CH:19][N:18]=[C:17]([NH2:21])[CH:16]=1, predict the reaction product. The product is: [NH:21]=[C:17]1[CH:16]=[C:15]([O:14][CH3:13])[CH:20]=[CH:19][N:18]1[CH2:2][C:3]([OH:5])=[O:4].